Dataset: Peptide-MHC class II binding affinity with 134,281 pairs from IEDB. Task: Regression. Given a peptide amino acid sequence and an MHC pseudo amino acid sequence, predict their binding affinity value. This is MHC class II binding data. (1) The peptide sequence is GAATVAAGAATTAAG. The MHC is HLA-DQA10201-DQB10202 with pseudo-sequence HLA-DQA10201-DQB10202. The binding affinity (normalized) is 0.399. (2) The peptide sequence is APEVKYTVFETALKKAITAM. The MHC is HLA-DQA10501-DQB10301 with pseudo-sequence HLA-DQA10501-DQB10301. The binding affinity (normalized) is 0.508.